Dataset: Forward reaction prediction with 1.9M reactions from USPTO patents (1976-2016). Task: Predict the product of the given reaction. (1) Given the reactants [C:1]([C:4]1[C:12]2[C:7](=[CH:8][CH:9]=[CH:10][CH:11]=2)[N:6]([C:13]2[CH:14]=[C:15]([C:19]#[C:20][CH:21]([OH:27])[C:22](OCC)=[O:23])[CH:16]=[CH:17][CH:18]=2)[N:5]=1)(=[O:3])[NH2:2].[CH3:28][NH:29][CH3:30], predict the reaction product. The product is: [CH3:28][N:29]([CH3:30])[C:22]([CH:21]([OH:27])[C:20]#[C:19][C:15]1[CH:14]=[C:13]([N:6]2[C:7]3[C:12](=[CH:11][CH:10]=[CH:9][CH:8]=3)[C:4]([C:1]([NH2:2])=[O:3])=[N:5]2)[CH:18]=[CH:17][CH:16]=1)=[O:23]. (2) Given the reactants [I:1][C:2]1[CH:31]=[CH:30][CH:29]=[CH:28][C:3]=1[O:4][CH:5]1[CH2:10][CH2:9][N:8]([C:11]2[N:16]=[N:15][C:14]([C:17]3[CH:18]=[N:19][CH:20]=[C:21]([CH:27]=3)[C:22]([O:24]CC)=[O:23])=[CH:13][CH:12]=2)[CH2:7][CH2:6]1.[OH-].[Na+], predict the reaction product. The product is: [I:1][C:2]1[CH:31]=[CH:30][CH:29]=[CH:28][C:3]=1[O:4][CH:5]1[CH2:10][CH2:9][N:8]([C:11]2[N:16]=[N:15][C:14]([C:17]3[CH:18]=[N:19][CH:20]=[C:21]([CH:27]=3)[C:22]([OH:24])=[O:23])=[CH:13][CH:12]=2)[CH2:7][CH2:6]1. (3) Given the reactants C(N(CC)CC)C.[NH2:8][C@@H:9]1[CH2:15][CH2:14][C@@H:13]([C:16]2[CH:21]=[CH:20][CH:19]=[C:18]([F:22])[C:17]=2[F:23])[CH2:12][N:11]([CH2:24][C:25]2[S:26][CH:27]=[CH:28][N:29]=2)[C:10]1=[O:30].Cl[C:32](OC1C=CC([N+]([O-])=O)=CC=1)=[O:33].Cl.Cl.[O:46]=[C:47]1[NH:55][C:50]2=[N:51][CH:52]=[CH:53][CH:54]=[C:49]2[N:48]1[CH:56]1[CH2:61][CH2:60][NH:59][CH2:58][CH2:57]1, predict the reaction product. The product is: [F:23][C:17]1[C:18]([F:22])=[CH:19][CH:20]=[CH:21][C:16]=1[C@H:13]1[CH2:12][N:11]([CH2:24][C:25]2[S:26][CH:27]=[CH:28][N:29]=2)[C:10](=[O:30])[C@H:9]([NH:8][C:32]([N:59]2[CH2:60][CH2:61][CH:56]([N:48]3[C:49]4[C:50](=[N:51][CH:52]=[CH:53][CH:54]=4)[NH:55][C:47]3=[O:46])[CH2:57][CH2:58]2)=[O:33])[CH2:15][CH2:14]1. (4) Given the reactants Cl[C:2]1[C:11]2=[N:12][N:13](CC3C=CC(OC)=CC=3)[CH:14]=[C:10]2[C:9]2[CH:8]=[C:7]([O:24][CH3:25])[CH:6]=[CH:5][C:4]=2[N:3]=1.[F:26][C:27]1[CH:28]=[C:29]([CH:31]=[C:32]([F:34])[CH:33]=1)[NH2:30].Cl, predict the reaction product. The product is: [F:26][C:27]1[CH:28]=[C:29]([NH:30][C:2]2[C:11]3=[N:12][NH:13][CH:14]=[C:10]3[C:9]3[CH:8]=[C:7]([O:24][CH3:25])[CH:6]=[CH:5][C:4]=3[N:3]=2)[CH:31]=[C:32]([F:34])[CH:33]=1. (5) Given the reactants [F:1][C:2]1[CH:3]=[C:4]([CH:7]=[CH:8][CH:9]=1)[CH2:5]Br.[CH3:10][Si:11]([CH3:27])([CH3:26])[C:12]1[CH:13]=[C:14]2[C:18](=[CH:19][CH:20]=1)[NH:17][C:16]([C:21]([O:23][CH2:24][CH3:25])=[O:22])=[CH:15]2.C(=O)([O-])[O-].[K+].[K+], predict the reaction product. The product is: [CH3:10][Si:11]([CH3:26])([CH3:27])[C:12]1[CH:13]=[C:14]2[C:18](=[CH:19][CH:20]=1)[N:17]([CH2:5][C:4]1[CH:7]=[CH:8][CH:9]=[C:2]([F:1])[CH:3]=1)[C:16]([C:21]([O:23][CH2:24][CH3:25])=[O:22])=[CH:15]2. (6) Given the reactants [Cl:1][C:2]1[CH:3]=[C:4]2[C:8](=[CH:9][CH:10]=1)[NH:7][C:6]([S:11][CH2:12][CH2:13][C:14]([O:16][C:17]([CH3:20])([CH3:19])[CH3:18])=[O:15])=[CH:5]2.[CH3:21]I.[H-].[Na+], predict the reaction product. The product is: [Cl:1][C:2]1[CH:3]=[C:4]2[C:8](=[CH:9][CH:10]=1)[N:7]([CH3:21])[C:6]([S:11][CH2:12][CH2:13][C:14]([O:16][C:17]([CH3:20])([CH3:19])[CH3:18])=[O:15])=[CH:5]2.